Dataset: CYP3A4 inhibition data for predicting drug metabolism from PubChem BioAssay. Task: Regression/Classification. Given a drug SMILES string, predict its absorption, distribution, metabolism, or excretion properties. Task type varies by dataset: regression for continuous measurements (e.g., permeability, clearance, half-life) or binary classification for categorical outcomes (e.g., BBB penetration, CYP inhibition). Dataset: cyp3a4_veith. (1) The compound is NC1=NC(=O)/C(=C/c2cccs2)S1. The result is 0 (non-inhibitor). (2) The molecule is O=C(Nc1nnc(SCc2c(Cl)cccc2Cl)s1)C1CCCO1. The result is 1 (inhibitor). (3) The drug is Cc1ccc(S(=O)(=O)NCC(=O)N(CC(=O)NCc2ccco2)Cc2cccs2)cc1. The result is 1 (inhibitor). (4) The compound is Cc1csc(=S)n1-c1ccccc1. The result is 0 (non-inhibitor). (5) The compound is CCOC(=O)c1c(NC(=O)CCC(=O)N2CCOCC2)sc2c1CC(C)(C)OC2. The result is 1 (inhibitor). (6) The molecule is Cc1ccc(C)c(-c2cc(C(=O)Nc3sc(C)c(C)c3C(N)=O)c3ccccc3n2)c1. The result is 1 (inhibitor).